Dataset: Full USPTO retrosynthesis dataset with 1.9M reactions from patents (1976-2016). Task: Predict the reactants needed to synthesize the given product. (1) Given the product [CH2:18]([N:6]1[CH2:7][CH2:8][N:9]([CH2:11][C:12]2[CH:17]=[CH:16][CH:15]=[CH:14][CH:13]=2)[CH2:10][CH:5]1[CH2:4][NH2:1])[C:19]1[CH:20]=[CH:21][CH:22]=[CH:23][CH:24]=1, predict the reactants needed to synthesize it. The reactants are: [N:1]([CH2:4][CH:5]1[CH2:10][N:9]([CH2:11][C:12]2[CH:17]=[CH:16][CH:15]=[CH:14][CH:13]=2)[CH2:8][CH2:7][N:6]1[CH2:18][C:19]1[CH:24]=[CH:23][CH:22]=[CH:21][CH:20]=1)=[N+]=[N-].C1(P(C2C=CC=CC=2)C2C=CC=CC=2)C=CC=CC=1. (2) Given the product [CH:6]([N:19]1[CH2:22][C:21]([CH:1]2[CH2:3][CH2:2]2)([OH:23])[CH2:20]1)([C:13]1[CH:18]=[CH:17][CH:16]=[CH:15][CH:14]=1)[C:7]1[CH:8]=[CH:9][CH:10]=[CH:11][CH:12]=1, predict the reactants needed to synthesize it. The reactants are: [CH:1]1([Mg]Br)[CH2:3][CH2:2]1.[CH:6]([N:19]1[CH2:22][C:21](=[O:23])[CH2:20]1)([C:13]1[CH:18]=[CH:17][CH:16]=[CH:15][CH:14]=1)[C:7]1[CH:12]=[CH:11][CH:10]=[CH:9][CH:8]=1.C([O-])(O)=O.[Na+].